Dataset: Full USPTO retrosynthesis dataset with 1.9M reactions from patents (1976-2016). Task: Predict the reactants needed to synthesize the given product. (1) Given the product [Cl:1][C:2]1[CH:3]=[C:4]2[C:9](=[CH:10][C:11]=1[O:12][C:13]1[CH:18]=[CH:17][C:16]([C:19](=[O:32])[NH:20][CH2:21][CH:22]([C:25]3[CH:26]=[CH:27][C:28]([Cl:31])=[CH:29][CH:30]=3)[O:23][CH3:24])=[CH:15][CH:14]=1)[O:8][CH2:7][CH2:6][CH:5]2[C:33]([OH:35])=[O:34], predict the reactants needed to synthesize it. The reactants are: [Cl:1][C:2]1[CH:3]=[C:4]2[C:9](=[CH:10][C:11]=1[O:12][C:13]1[CH:18]=[CH:17][C:16]([C:19](=[O:32])[NH:20][CH2:21][CH:22]([C:25]3[CH:30]=[CH:29][C:28]([Cl:31])=[CH:27][CH:26]=3)[O:23][CH3:24])=[CH:15][CH:14]=1)[O:8][CH2:7][CH2:6][CH:5]2[C:33]([O:35]CC)=[O:34].[OH-].[Na+]. (2) The reactants are: [CH3:1][O:2][CH2:3][O:4][C:5]1[CH:13]=[C:12]([O:14][CH2:15][O:16][CH3:17])[CH:11]=[C:10]([CH3:18])[C:6]=1[C:7]([OH:9])=[O:8].[CH3:19][C@@H:20](O)[CH2:21][CH:22]=[CH2:23].C1(P(C2C=CC=CC=2)C2C=CC=CC=2)C=CC=CC=1.CC(OC(/N=N/C(OC(C)C)=O)=O)C. Given the product [CH3:1][O:2][CH2:3][O:4][C:5]1[CH:13]=[C:12]([O:14][CH2:15][O:16][CH3:17])[CH:11]=[C:10]([CH3:18])[C:6]=1[C:7]([O:9][C@H:22]([CH2:21][CH:20]=[CH2:19])[CH3:23])=[O:8], predict the reactants needed to synthesize it.